Task: Predict which catalyst facilitates the given reaction.. Dataset: Catalyst prediction with 721,799 reactions and 888 catalyst types from USPTO (1) Reactant: [C:1]([O:5][C:6]([N:8]1[CH2:20][C@@H:19]([CH3:21])[N:18]2[C@H:10]([CH2:11][C:12]3[C:17]2=[N:16][C:15]([CH3:22])=[C:14]([OH:23])[CH:13]=3)[CH2:9]1)=[O:7])([CH3:4])([CH3:3])[CH3:2].[H-].[Na+].[CH3:26]I. Product: [C:1]([O:5][C:6]([N:8]1[CH2:20][C@@H:19]([CH3:21])[N:18]2[C@H:10]([CH2:11][C:12]3[C:17]2=[N:16][C:15]([CH3:22])=[C:14]([O:23][CH3:26])[CH:13]=3)[CH2:9]1)=[O:7])([CH3:3])([CH3:4])[CH3:2]. The catalyst class is: 42. (2) Reactant: CC(N(C)C)=O.[Br:7][C:8]1[N:9]=[C:10](S(C)(=O)=O)[C:11]2[N:12]([C:14]([C:17]3[CH:28]=[CH:27][C:20]([C:21]([NH:23][CH:24]4[CH2:26][CH2:25]4)=[O:22])=[CH:19][CH:18]=3)=[CH:15][N:16]=2)[CH:13]=1.[CH2:33]([NH2:37])[CH:34]([CH3:36])[CH3:35].O. Product: [Br:7][C:8]1[N:9]=[C:10]([NH:37][CH2:33][CH:34]([CH3:36])[CH3:35])[C:11]2[N:12]([C:14]([C:17]3[CH:28]=[CH:27][C:20]([C:21]([NH:23][CH:24]4[CH2:26][CH2:25]4)=[O:22])=[CH:19][CH:18]=3)=[CH:15][N:16]=2)[CH:13]=1. The catalyst class is: 13. (3) The catalyst class is: 9. Product: [Cl:17][C:18]1[CH:19]=[C:20]([N+:25]([O-:27])=[O:26])[CH:21]=[CH:22][C:23]=1[O:14][C:10]1[CH:9]=[C:8]([C:5]2[S:6][CH:7]=[C:3]([C:2]([F:1])([F:15])[F:16])[N:4]=2)[CH:13]=[CH:12][CH:11]=1. Reactant: [F:1][C:2]([F:16])([F:15])[C:3]1[N:4]=[C:5]([C:8]2[CH:9]=[C:10]([OH:14])[CH:11]=[CH:12][CH:13]=2)[S:6][CH:7]=1.[Cl:17][C:18]1[CH:19]=[C:20]([N+:25]([O-:27])=[O:26])[CH:21]=[CH:22][C:23]=1F.C(=O)([O-])[O-].[K+].[K+].